This data is from Full USPTO retrosynthesis dataset with 1.9M reactions from patents (1976-2016). The task is: Predict the reactants needed to synthesize the given product. (1) Given the product [Cl:24][C:25]1[CH:26]=[C:27]([CH:28]=[CH:29][CH:30]=1)[O:31][C:2]1[CH:7]=[C:6]([NH:8][CH:16]2[CH2:17][CH2:18]2)[N:5]2[N:19]=[CH:20][C:21]([CH:22]=[O:23])=[C:4]2[N:3]=1, predict the reactants needed to synthesize it. The reactants are: Cl[C:2]1[CH:7]=[C:6]([N:8]([CH:16]2[CH2:18][CH2:17]2)C(=O)OC(C)(C)C)[N:5]2[N:19]=[CH:20][C:21]([CH:22]=[O:23])=[C:4]2[N:3]=1.[Cl:24][C:25]1[CH:26]=[C:27]([OH:31])[CH:28]=[CH:29][CH:30]=1.C(=O)([O-])[O-].[K+].[K+].[OH-].[Na+]. (2) Given the product [NH2:1][C:2]1[S:6][C:5]2[CH:7]=[C:8]([O:11][CH2:21][CH3:22])[CH:9]=[CH:10][C:4]=2[C:3]=1[C:12]([NH2:14])=[O:13], predict the reactants needed to synthesize it. The reactants are: [NH2:1][C:2]1[S:6][C:5]2[CH:7]=[C:8]([OH:11])[CH:9]=[CH:10][C:4]=2[C:3]=1[C:12]([NH2:14])=[O:13].C(=O)([O-])[O-].[K+].[K+].[CH2:21](OS(OCC)(=O)=O)[CH3:22]. (3) The reactants are: [CH3:1][O:2][CH2:3][CH2:4][O:5][C:6]1[CH:7]=[CH:8][C:9]([CH3:37])=[C:10]([C:12]2[C:13]3[CH:20]=[C:19]([CH2:21][O:22][C:23]4[N:28]=[CH:27][C:26](OC(=O)CCC#CC)=[CH:25][CH:24]=4)[CH:18]=[CH:17][C:14]=3[S:15][CH:16]=2)[CH:11]=1.[Li+].[OH-:39].Cl. Given the product [CH3:1][O:2][CH2:3][CH2:4][O:5][C:6]1[CH:7]=[CH:8][C:9]([CH3:37])=[C:10]([C:12]2[C:13]3[CH:20]=[C:19]([CH2:21][O:22][C:23]4[N:28]=[CH:27][C:26]([C@@H:10]([C:9]#[C:8][CH3:7])[CH2:11][C:6]([OH:5])=[O:39])=[CH:25][CH:24]=4)[CH:18]=[CH:17][C:14]=3[S:15][CH:16]=2)[CH:11]=1, predict the reactants needed to synthesize it.